Task: Binary Classification. Given a miRNA mature sequence and a target amino acid sequence, predict their likelihood of interaction.. Dataset: Experimentally validated miRNA-target interactions with 360,000+ pairs, plus equal number of negative samples (1) The miRNA is hsa-miR-190a-3p with sequence CUAUAUAUCAAACAUAUUCCU. The protein sequence of the target gene is MAKPSHSSYVLQQLNNQREWGFLCDCCIAIDDIYFQAHKAVLAACSSYFRMFFMNHQHSTAQLNLSNMKISAECFDLILQFMYLGKIMTAPSSFEQFKVAMNYLQLYNVPDCLEDIQDADCSSSKCSSSASSRQSSKMIFGVRMYEDTVARNGNEANRWCAEPSSTVNTPHHREPEEESLQLANFPEPLFDVCKKSSVSKLSTPKERVSRRFGRSFTCDSCGFGFSCEKLLDEHVLTCTNRHSYQNTTRAYHRIVDIRDGKDSNIKAELAEKDSSKTFSAQPDKYREDANQAPDDSASTT.... Result: 0 (no interaction). (2) The miRNA is mmu-miR-190a-5p with sequence UGAUAUGUUUGAUAUAUUAGGU. The protein sequence of the target gene is MNPIQSFHCKLRGLATTLDSETARLLRALDGEDSDFEDSPGRILHDLHSEVQTLKDNVNALLDEARLENQESTRFKKATKILMEKNSADVRKLREFFQKYGYQARDKEDSGCEHRVNNSTPELAVCKDIQKAGVKELSDPCVPSGSVSEEPLRSPQLSDFGLQRYIISQVPANPPQTAASLKEERVAETPPAKDPSVQVLKTPRCALRMDDFECETPKLEHFGISEHTMCLNEDYTMGLKNMKNIKSSLLSGVSGEAIGTGPVTSDNSFAIPGPIIQQMEENDVEYVSSPLPPKFCTPGL.... Result: 0 (no interaction). (3) The miRNA is hsa-miR-3165 with sequence AGGUGGAUGCAAUGUGACCUCA. The protein sequence of the target gene is MSKIRGLPPEVREPGPGVELGVENGLLCQLIHSPEFNLFSNSVVFESNFIQTHVPEADFQVTKPGNWRDVCEGSATVILGVTSSVPSLPLPNVLLMANVTWPQGPFTTWSTPGDAPVINLSRLLPLKYVELRIYDRLQRILRVRTVTEKIYYLKLHEKHPEIVFQFWVRLVKILQKGLSITTKDPRIKFTHCLVPKMPTNSTETTPENSLLSSPQPSEPLVLLAAEQTSGSFSQLSGKPQLTADRNNDTAIEIDNCSSYKIPSPVASPINLNIPMRAALSHSLWEQEDWNEHLLQVHIAS.... Result: 1 (interaction). (4) The miRNA is hsa-miR-3689b-5p with sequence UGUGAUAUCAUGGUUCCUGGGA. The protein sequence of the target gene is MVASRAIGSLSRFSAFRILRSRGCICRSFTTSSALLTRTHINYGVKGDVAVIRINSPNSKVNTLNKEVQSEFIEVMNEIWANDQIRSAVLISSKPGCFVAGADINMLSSCTTPQEATRISQEGQRMFEKLEKSPKPVVAAISGSCLGGGLELAIACQYRIATKDRKTVLGVPEVLLGILPGAGGTQRLPKMVGVPAAFDMMLTGRNIRADRAKKMGLVDQLVEPLGPGIKSPEERTIEYLEEVAVNFAKGLADRKVSAKQSKGLVEKLTTYAMTVPFVRQQVYKTVEEKVKKQTKGLYPA.... Result: 0 (no interaction).